From a dataset of Full USPTO retrosynthesis dataset with 1.9M reactions from patents (1976-2016). Predict the reactants needed to synthesize the given product. (1) Given the product [CH2:18]([N:14]([CH2:13][C:9]1[CH:10]=[CH:11][CH:12]=[C:7]([C:4]2[CH:3]=[CH:2][N:1]=[CH:6][CH:5]=2)[CH:8]=1)[C:15](=[O:16])[O:21][C:22]1[CH:23]=[CH:24][C:25]([C:28]2[CH:37]=[CH:36][C:31]([C:32](=[O:33])[NH:34][CH3:35])=[CH:30][CH:29]=2)=[CH:26][CH:27]=1)[CH2:20][CH3:38], predict the reactants needed to synthesize it. The reactants are: [N:1]1[CH:6]=[CH:5][C:4]([C:7]2[CH:8]=[C:9]([CH2:13][N:14]([CH:18]([CH3:20])C)[C:15](Cl)=[O:16])[CH:10]=[CH:11][CH:12]=2)=[CH:3][CH:2]=1.[OH:21][C:22]1[CH:27]=[CH:26][C:25]([C:28]2[CH:37]=[CH:36][C:31]([C:32]([NH:34][CH3:35])=[O:33])=[CH:30][CH:29]=2)=[CH:24][CH:23]=1.[CH2:38](N(CC)CC)C. (2) Given the product [Cl-:36].[CH2:1]([NH2+:5][CH2:6][CH2:7][CH2:8][O:9][C:10]1[CH:15]=[C:14]([CH2:16][NH2+:17][CH2:18][CH2:19][CH2:20][NH2+:21][CH2:22][CH2:23][CH2:24][NH3+:25])[CH:13]=[C:12]([CH2:26][NH2+:27][CH2:28][CH2:29][CH2:30][NH2+:31][CH2:32][CH2:33][CH2:34][NH3+:35])[CH:11]=1)[CH:2]([CH3:3])[CH3:4].[Cl-:36].[Cl-:36].[Cl-:36].[Cl-:36].[Cl-:36].[Cl-:36], predict the reactants needed to synthesize it. The reactants are: [CH2:1]([NH:5][CH2:6][CH2:7][CH2:8][O:9][C:10]1[CH:11]=[C:12]([CH2:26][NH:27][CH2:28][CH2:29][CH2:30][NH:31][CH2:32][CH2:33][CH2:34][NH2:35])[CH:13]=[C:14]([CH2:16][NH:17][CH2:18][CH2:19][CH2:20][NH:21][CH2:22][CH2:23][CH2:24][NH2:25])[CH:15]=1)[CH:2]([CH3:4])[CH3:3].[ClH:36].